This data is from Forward reaction prediction with 1.9M reactions from USPTO patents (1976-2016). The task is: Predict the product of the given reaction. (1) Given the reactants [F:1][C:2]([F:22])([F:21])[C:3]1[NH:7][C:6]2[CH:8]=[CH:9][C:10]([NH:12][C:13](=[O:20])OCC(Cl)(Cl)Cl)=[CH:11][C:5]=2[N:4]=1.[C:23]1([C:29]2[N:33]=[C:32]([N:34]3[CH2:39][CH2:38][NH:37][CH2:36][CH2:35]3)[S:31][N:30]=2)[CH:28]=[CH:27][CH:26]=[CH:25][CH:24]=1.C(N(C(C)C)CC)(C)C.O, predict the reaction product. The product is: [C:23]1([C:29]2[N:33]=[C:32]([N:34]3[CH2:39][CH2:38][N:37]([C:13]([NH:12][C:10]4[CH:9]=[CH:8][C:6]5[NH:7][C:3]([C:2]([F:1])([F:21])[F:22])=[N:4][C:5]=5[CH:11]=4)=[O:20])[CH2:36][CH2:35]3)[S:31][N:30]=2)[CH:24]=[CH:25][CH:26]=[CH:27][CH:28]=1. (2) Given the reactants Cl[C:2]1[N:7]=[CH:6][N:5]=[C:4]([NH:8][C:9]2[CH:14]=[CH:13][CH:12]=[C:11]([CH2:15][C:16]3[N:17]([C:21]([C:34]4[CH:39]=[CH:38][CH:37]=[CH:36][CH:35]=4)([C:28]4[CH:33]=[CH:32][CH:31]=[CH:30][CH:29]=4)[C:22]4[CH:27]=[CH:26][CH:25]=[CH:24][CH:23]=4)[CH:18]=[CH:19][N:20]=3)[CH:10]=2)[N:3]=1.[Cl:40][C:41]1[NH:42][C:43]2[CH:49]=[CH:48][CH:47]=[CH:46][C:44]=2[N:45]=1.C([O-])([O-])=O.[K+].[K+], predict the reaction product. The product is: [Cl:40][C:41]1[N:45]([C:2]2[N:7]=[CH:6][N:5]=[C:4]([NH:8][C:9]3[CH:14]=[CH:13][CH:12]=[C:11]([CH2:15][C:16]4[N:17]([C:21]([C:34]5[CH:39]=[CH:38][CH:37]=[CH:36][CH:35]=5)([C:28]5[CH:29]=[CH:30][CH:31]=[CH:32][CH:33]=5)[C:22]5[CH:27]=[CH:26][CH:25]=[CH:24][CH:23]=5)[CH:18]=[CH:19][N:20]=4)[CH:10]=3)[N:3]=2)[C:44]2[CH:46]=[CH:47][CH:48]=[CH:49][C:43]=2[N:42]=1. (3) Given the reactants [CH3:1][N:2]1[C:14]2[CH2:13][CH2:12][CH:11]([CH:15]3[CH2:20][CH2:19][O:18][CH2:17][CH2:16]3)[CH2:10][C:9]=2[C:8]2[C:3]1=[CH:4][CH:5]=[C:6]([C:21](O)=[O:22])[CH:7]=2.CN(C(ON1N=NC2C=CC=NC1=2)=[N+](C)C)C.F[P-](F)(F)(F)(F)F.FC(F)(F)C([O-])=O.[CH:55]1([NH:58][C:59]([CH:61]2[CH2:66][CH2:65][CH2:64][NH2+:63][CH2:62]2)=[O:60])[CH2:57][CH2:56]1.C(N(CC)C(C)C)(C)C, predict the reaction product. The product is: [CH:55]1([NH:58][C:59]([CH:61]2[CH2:66][CH2:65][CH2:64][N:63]([C:21]([C:6]3[CH:7]=[C:8]4[C:3](=[CH:4][CH:5]=3)[N:2]([CH3:1])[C:14]3[CH2:13][CH2:12][CH:11]([CH:15]5[CH2:16][CH2:17][O:18][CH2:19][CH2:20]5)[CH2:10][C:9]4=3)=[O:22])[CH2:62]2)=[O:60])[CH2:57][CH2:56]1.